From a dataset of NCI-60 drug combinations with 297,098 pairs across 59 cell lines. Regression. Given two drug SMILES strings and cell line genomic features, predict the synergy score measuring deviation from expected non-interaction effect. (1) Drug 1: CC1=C(C(CCC1)(C)C)C=CC(=CC=CC(=CC(=O)O)C)C. Drug 2: CC=C1C(=O)NC(C(=O)OC2CC(=O)NC(C(=O)NC(CSSCCC=C2)C(=O)N1)C(C)C)C(C)C. Cell line: MOLT-4. Synergy scores: CSS=69.2, Synergy_ZIP=-0.695, Synergy_Bliss=-0.207, Synergy_Loewe=-53.7, Synergy_HSA=-1.72. (2) Drug 1: C1=CC(=C2C(=C1NCCNCCO)C(=O)C3=C(C=CC(=C3C2=O)O)O)NCCNCCO. Drug 2: CCC1(CC2CC(C3=C(CCN(C2)C1)C4=CC=CC=C4N3)(C5=C(C=C6C(=C5)C78CCN9C7C(C=CC9)(C(C(C8N6C=O)(C(=O)OC)O)OC(=O)C)CC)OC)C(=O)OC)O.OS(=O)(=O)O. Cell line: SW-620. Synergy scores: CSS=46.2, Synergy_ZIP=4.86, Synergy_Bliss=4.15, Synergy_Loewe=6.07, Synergy_HSA=8.15. (3) Drug 1: CC1CCC2CC(C(=CC=CC=CC(CC(C(=O)C(C(C(=CC(C(=O)CC(OC(=O)C3CCCCN3C(=O)C(=O)C1(O2)O)C(C)CC4CCC(C(C4)OC)O)C)C)O)OC)C)C)C)OC. Drug 2: C1=CC=C(C=C1)NC(=O)CCCCCCC(=O)NO. Cell line: NCI-H460. Synergy scores: CSS=3.44, Synergy_ZIP=-4.98, Synergy_Bliss=-1.72, Synergy_Loewe=-0.759, Synergy_HSA=-1.23. (4) Drug 1: C1CCN(CC1)CCOC2=CC=C(C=C2)C(=O)C3=C(SC4=C3C=CC(=C4)O)C5=CC=C(C=C5)O. Drug 2: CC1=CC=C(C=C1)C2=CC(=NN2C3=CC=C(C=C3)S(=O)(=O)N)C(F)(F)F. Cell line: OVCAR3. Synergy scores: CSS=7.46, Synergy_ZIP=-2.94, Synergy_Bliss=-5.24, Synergy_Loewe=-2.10, Synergy_HSA=-3.01. (5) Drug 1: C(=O)(N)NO. Drug 2: CC1CCCC2(C(O2)CC(NC(=O)CC(C(C(=O)C(C1O)C)(C)C)O)C(=CC3=CSC(=N3)C)C)C. Cell line: RXF 393. Synergy scores: CSS=27.4, Synergy_ZIP=3.84, Synergy_Bliss=3.07, Synergy_Loewe=-24.0, Synergy_HSA=0.999. (6) Drug 1: CC1=C2C(C(=O)C3(C(CC4C(C3C(C(C2(C)C)(CC1OC(=O)C(C(C5=CC=CC=C5)NC(=O)OC(C)(C)C)O)O)OC(=O)C6=CC=CC=C6)(CO4)OC(=O)C)OC)C)OC. Drug 2: C1CC(=O)NC(=O)C1N2C(=O)C3=CC=CC=C3C2=O. Cell line: SK-MEL-5. Synergy scores: CSS=48.5, Synergy_ZIP=4.96, Synergy_Bliss=6.53, Synergy_Loewe=-19.5, Synergy_HSA=7.18. (7) Drug 1: CC1=C2C(C(=O)C3(C(CC4C(C3C(C(C2(C)C)(CC1OC(=O)C(C(C5=CC=CC=C5)NC(=O)C6=CC=CC=C6)O)O)OC(=O)C7=CC=CC=C7)(CO4)OC(=O)C)O)C)OC(=O)C. Drug 2: CNC(=O)C1=NC=CC(=C1)OC2=CC=C(C=C2)NC(=O)NC3=CC(=C(C=C3)Cl)C(F)(F)F. Cell line: SNB-19. Synergy scores: CSS=22.5, Synergy_ZIP=5.17, Synergy_Bliss=7.55, Synergy_Loewe=14.2, Synergy_HSA=8.00. (8) Drug 1: COC1=NC(=NC2=C1N=CN2C3C(C(C(O3)CO)O)O)N. Drug 2: CCC1(C2=C(COC1=O)C(=O)N3CC4=CC5=C(C=CC(=C5CN(C)C)O)N=C4C3=C2)O.Cl. Cell line: HOP-62. Synergy scores: CSS=23.9, Synergy_ZIP=-3.71, Synergy_Bliss=-5.62, Synergy_Loewe=-6.21, Synergy_HSA=-5.53. (9) Drug 1: CC1=C(C(CCC1)(C)C)C=CC(=CC=CC(=CC(=O)O)C)C. Drug 2: CC(C)(C#N)C1=CC(=CC(=C1)CN2C=NC=N2)C(C)(C)C#N. Cell line: RPMI-8226. Synergy scores: CSS=59.9, Synergy_ZIP=-0.770, Synergy_Bliss=-3.78, Synergy_Loewe=-4.73, Synergy_HSA=-3.83. (10) Drug 1: CCCS(=O)(=O)NC1=C(C(=C(C=C1)F)C(=O)C2=CNC3=C2C=C(C=N3)C4=CC=C(C=C4)Cl)F. Drug 2: COC1=CC(=CC(=C1O)OC)C2C3C(COC3=O)C(C4=CC5=C(C=C24)OCO5)OC6C(C(C7C(O6)COC(O7)C8=CC=CS8)O)O. Cell line: MDA-MB-231. Synergy scores: CSS=29.0, Synergy_ZIP=-6.31, Synergy_Bliss=1.37, Synergy_Loewe=-23.2, Synergy_HSA=-0.296.